Dataset: Peptide-MHC class I binding affinity with 185,985 pairs from IEDB/IMGT. Task: Regression. Given a peptide amino acid sequence and an MHC pseudo amino acid sequence, predict their binding affinity value. This is MHC class I binding data. (1) The peptide sequence is GFKLRSAVM. The MHC is HLA-B18:01 with pseudo-sequence HLA-B18:01. The binding affinity (normalized) is 0.0847. (2) The peptide sequence is MALMKLAAL. The MHC is HLA-B35:01 with pseudo-sequence HLA-B35:01. The binding affinity (normalized) is 0.385. (3) The peptide sequence is ILDNQGRVV. The MHC is HLA-B40:01 with pseudo-sequence HLA-B40:01. The binding affinity (normalized) is 0.0847. (4) The peptide sequence is VLAALVCYIV. The MHC is HLA-A02:02 with pseudo-sequence HLA-A02:02. The binding affinity (normalized) is 1.00. (5) The MHC is HLA-B40:02 with pseudo-sequence HLA-B40:02. The binding affinity (normalized) is 0.566. The peptide sequence is QEYADVFHLY. (6) The peptide sequence is STFAASGPF. The MHC is HLA-A11:01 with pseudo-sequence HLA-A11:01. The binding affinity (normalized) is 0.0847. (7) The MHC is HLA-A02:06 with pseudo-sequence HLA-A02:06. The binding affinity (normalized) is 0.0847. The peptide sequence is FLRKRRRFF. (8) The peptide sequence is MAMTTTLSI. The MHC is HLA-B51:01 with pseudo-sequence HLA-B51:01. The binding affinity (normalized) is 0.741. (9) The peptide sequence is NAYERMCNT. The MHC is HLA-A23:01 with pseudo-sequence HLA-A23:01. The binding affinity (normalized) is 0.